Dataset: Full USPTO retrosynthesis dataset with 1.9M reactions from patents (1976-2016). Task: Predict the reactants needed to synthesize the given product. (1) Given the product [CH3:22][O:25][C:31](=[O:32])[CH:8]([C:9]1[CH:14]=[CH:13][CH:12]=[CH:11][CH:10]=1)[N:18]1[CH2:17][CH2:16][N:15]([C:12]2[CH:11]=[CH:10][C:9]([C:8](=[O:21])[NH:7][C:1]3[CH:2]=[CH:3][CH:4]=[CH:5][CH:6]=3)=[CH:14][CH:13]=2)[CH2:20][CH2:19]1, predict the reactants needed to synthesize it. The reactants are: [C:1]1([NH:7][C:8](=[O:21])[C:9]2[CH:14]=[CH:13][C:12]([N:15]3[CH2:20][CH2:19][NH:18][CH2:17][CH2:16]3)=[CH:11][CH:10]=2)[CH:6]=[CH:5][CH:4]=[CH:3][CH:2]=1.[C:22]([O-:25])([O-])=O.[K+].[K+].CN([CH:31]=[O:32])C. (2) Given the product [Br:1][C:2]1[CH:3]=[CH:4][C:5]([C:8]2[O:9][C:10]([CH3:17])=[C:11]([CH2:13][CH2:14][OH:15])[N:12]=2)=[CH:6][CH:7]=1, predict the reactants needed to synthesize it. The reactants are: [Br:1][C:2]1[CH:7]=[CH:6][C:5]([C:8]2[O:9][C:10]([CH3:17])=[C:11]([CH2:13][C:14](O)=[O:15])[N:12]=2)=[CH:4][CH:3]=1.[K+].[Br-]. (3) Given the product [C:12]1([C:21]2[CH:22]=[CH:23][CH:24]=[CH:25][CH:26]=2)[CH:17]=[CH:16][CH:15]=[C:14]([C:2]2[CH:7]=[C:6]([C:8]([CH3:11])([CH3:10])[CH3:9])[CH:5]=[CH:4][N:3]=2)[CH:13]=1, predict the reactants needed to synthesize it. The reactants are: Br[C:2]1[CH:7]=[C:6]([C:8]([CH3:11])([CH3:10])[CH3:9])[CH:5]=[CH:4][N:3]=1.[C:12]1([C:21]2[CH:26]=[CH:25][CH:24]=[CH:23][CH:22]=2)[CH:17]=[CH:16][CH:15]=[C:14](B(O)O)[CH:13]=1.C([O-])([O-])=O.[K+].[K+].COCCOC. (4) Given the product [CH2:21]([NH:28][C:6]1[C:5]([N+:9]([O-:11])=[O:10])=[CH:4][N:3]=[C:2]([N:33]2[CH2:34][CH2:35][N:30]([CH3:29])[CH2:31][CH2:32]2)[CH:7]=1)[C:22]1[CH:27]=[CH:26][CH:25]=[CH:24][CH:23]=1, predict the reactants needed to synthesize it. The reactants are: Cl[C:2]1[CH:7]=[C:6](Cl)[C:5]([N+:9]([O-:11])=[O:10])=[CH:4][N:3]=1.CCN(C(C)C)C(C)C.[CH2:21]([NH2:28])[C:22]1[CH:27]=[CH:26][CH:25]=[CH:24][CH:23]=1.[CH3:29][N:30]1[CH2:35][CH2:34][NH:33][CH2:32][CH2:31]1. (5) Given the product [CH2:14]([O:1][C:2]1[CH:13]=[CH:12][C:5]2[CH2:6][CH2:7][CH2:8][CH2:9][C:10](=[O:11])[C:4]=2[CH:3]=1)[C:15]1[CH:20]=[CH:19][CH:18]=[CH:17][CH:16]=1, predict the reactants needed to synthesize it. The reactants are: [OH:1][C:2]1[CH:13]=[CH:12][C:5]2[CH2:6][CH2:7][CH2:8][CH2:9][C:10](=[O:11])[C:4]=2[CH:3]=1.[CH2:14](Br)[C:15]1[CH:20]=[CH:19][CH:18]=[CH:17][CH:16]=1.C(=O)([O-])[O-].[K+].[K+].O. (6) Given the product [CH3:11][O:12][C:13]1[CH:19]=[CH:18][C:16]([NH:17][C:2]2[CH:7]=[CH:6][N:5]=[CH:4][C:3]=2[N+:8]([O-:10])=[O:9])=[CH:15][CH:14]=1, predict the reactants needed to synthesize it. The reactants are: Cl[C:2]1[CH:7]=[CH:6][N:5]=[CH:4][C:3]=1[N+:8]([O-:10])=[O:9].[CH3:11][O:12][C:13]1[CH:19]=[CH:18][C:16]([NH2:17])=[CH:15][CH:14]=1.C([O-])(=O)C.[Na+]. (7) The reactants are: [CH3:1][C@@H:2]1[C:8]2[CH:9]=[C:10]([C:13]([O:15][CH2:16][CH3:17])=[O:14])[CH:11]=[CH:12][C:7]=2[O:6][CH2:5][CH2:4][N:3]1C(OC(C)(C)C)=O.C(O)(C(F)(F)F)=O. Given the product [CH3:1][C@@H:2]1[C:8]2[CH:9]=[C:10]([C:13]([O:15][CH2:16][CH3:17])=[O:14])[CH:11]=[CH:12][C:7]=2[O:6][CH2:5][CH2:4][NH:3]1, predict the reactants needed to synthesize it. (8) Given the product [F:1][C:2]1[CH:3]=[C:4]([C:8]2[CH:9]=[C:10]([CH2:16][NH:17][C:18]3[C:19]([CH3:26])=[C:20]([CH:21]=[CH:22][C:23]=3[CH3:24])[O:25][CH2:34][C:35]([O:37][CH:38]([CH3:40])[CH3:39])=[O:36])[CH:11]=[C:12]([O:14][CH3:15])[CH:13]=2)[CH:5]=[CH:6][CH:7]=1, predict the reactants needed to synthesize it. The reactants are: [F:1][C:2]1[CH:3]=[C:4]([C:8]2[CH:9]=[C:10]([CH2:16][NH:17][C:18]3[C:19]([CH3:26])=[C:20]([OH:25])[CH:21]=[CH:22][C:23]=3[CH3:24])[CH:11]=[C:12]([O:14][CH3:15])[CH:13]=2)[CH:5]=[CH:6][CH:7]=1.C([O-])([O-])=O.[Cs+].[Cs+].Br[CH2:34][C:35]([O:37][CH:38]([CH3:40])[CH3:39])=[O:36].O. (9) Given the product [I:1][C:2]1[CH:7]=[CH:6][C:5]([N:8]2[CH:13]=[CH:12][CH:11]=[CH:10]/[C:9]/2=[N:22]\[C:20](=[O:29])[CH3:21])=[CH:4][CH:3]=1, predict the reactants needed to synthesize it. The reactants are: [I:1][C:2]1[CH:7]=[CH:6][C:5]([N:8]2[CH:13]=[CH:12][CH:11]=[CH:10][C:9]2=S)=[CH:4][CH:3]=1.CI.N.CO.[CH2:20]([N:22](CC)CC)[CH3:21].C(Cl)(=[O:29])C. (10) Given the product [F:16][CH:2]([F:1])[C:3]1[CH:4]=[N:5][N:6]([C:9]2[CH:14]=[CH:13][C:12]([O:15][CH2:19][CH2:20][N:21]3[CH2:26][CH2:25][CH2:24][CH2:23][CH2:22]3)=[CH:11][CH:10]=2)[C:7]=1[CH3:8], predict the reactants needed to synthesize it. The reactants are: [F:1][CH:2]([F:16])[C:3]1[CH:4]=[N:5][N:6]([C:9]2[CH:14]=[CH:13][C:12]([OH:15])=[CH:11][CH:10]=2)[C:7]=1[CH3:8].Cl.Cl[CH2:19][CH2:20][N:21]1[CH2:26][CH2:25][CH2:24][CH2:23][CH2:22]1.C([O-])([O-])=O.[K+].[K+].